Dataset: B-cell epitopes from PDB crystal structures with 447 antigens. Task: Token-level Classification. Given an antigen amino acid sequence, predict which amino acid positions are active epitope sites capable of antibody binding. Output is a list of indices for active positions. (1) Given the antigen sequence: NPPITNLRMKAKAQQLTWDLNRNVTDIECVKDADYSMPAVNNSYCQFGAISLCEVTNYTVRVANPPFSTWILFPENPWAGAENLTCWIHDVDFLSCSWAVGPGAPADVQYDLYLNVAKRQQYECLHYKTDAQGTRIGCRFDDISRLSSGSQSSHILVRGRSAAFGIPCTDKFVVFSQIEILTPPNMTAKSFMHWKMRSHFNRKFRYELQIQVITEQVRDRTSFQLLNPTVQIRARERVYEFLSAWSTPQR, which amino acid positions are active epitope sites? The epitope positions are: [24, 25, 27, 32, 33, 34, 35, 36, 37, 39, 40, 60, 61, 62, 63, 65, 66, 67]. The amino acids at these positions are: TDEADYSMPVNRVANPFS. (2) Given the antigen sequence: DERETWSGKVDFLLSVIGFAVDLANVWRFPYLCYKNGGGAFLVPYGIMLAVGGIPLFYMELALGQHNRKGAITCWGRLVPLFKGIGYAVVLIAFYVDFYYNVIIAWSLRFFFASFTNSLPWTSCNNIWNTPNCRPFEGHVEGFQSAASEYFNRYILELNRSEGIHDLGAIKWDMALCLLIVYLICYFSLWKGISTSGKVVWFTALFPYAVLLILLIRGLTLPGSFLGIQYYLTPNFSAIYKAEVWVDAATQVFFSLGPGFGVLLAYASYNKYHNNVYKDALLTSFINSATSFIAGFVIFSVLGYMAHTLGVRIEDVATEGPGLVFVVYPAAIATMPASTFWALIFFMMLATLGLDSSFGGSEAIITALSDEFPKIKRNRELFVAGLFSLYFVVGLASCTQGGFYFFHLLDRYAAGYSILVAVFFEAIAVSWIYGTNRFSEDIRDMIGFPPGRYWQVCWRFVAPIFLLFITVYGLIGYEPLTYADYVYPSWANALGWCIAG..., which amino acid positions are active epitope sites? The epitope positions are: [65, 271, 432, 436, 439, 440, 442, 443, 445, 446, 447, 448, 532, 533]. The amino acids at these positions are: HYYREDRDIGFPRD. (3) Given the antigen sequence: RRRQLIRQLLERDKTPLAILFMAAVVGTLVGLAAVAFDKGVAWLQNQRMGALVHTADNYPLLLTVAFLCSAVLAMFGYFLVRKYAPEAGGSGIPEIEGALEDQRPVRWWRVLPVKFFGGLGTLGGGMVLGRQGPTVQIGGNIGRMVLDIFRLKGDEARHTLLATGAAAGLAAAFNAPLAGILFIIEEMRPQFRYTLISIKAVFIGVIMSTIMYRIFNHEVALIDVGKLSDAPLNTLWLYLILGIIFGIFGPIFNKWVLGMQDLLHRVHGGNITKWVLMGGAIGGLCGLLGFVAPATSGGGFNLIPIATAGNFSMGMLVFIFVARVITTLLCFSSGAPGGIFAPMLALGTVLGTAFGMVAVELFPQYHLEAGTFAIAGMGALLAASIRAPLTGIILVLEMTDNYQLILPMIITGLGATLLAQFTGGKPLYSAILARTLAKQEA, which amino acid positions are active epitope sites? The epitope positions are: [214, 215, 217, 218, 219, 226, 227, 229, 230, 231, 232, 233, 234, 363, 364, 365, 366, 367]. The amino acids at these positions are: IFHEVKLDAPLNTPQYHL. (4) Given the antigen sequence: GSEVPKYLKEPVVVGYVQRDSIAQKIGIKPGDKIIKINGYEVRTWEDLRDALIRLSLDGVKETTLFLERNGEVLHLTIKVPNVQKGEELGIAPLVKPVVGGVKKGSPADQVGIKPGDLILEVNGKKINTWYELVEEVRKSQGKAIKLKILRNGKMIEKELIPAKDPKTGTYFIGLFPKT, which amino acid positions are active epitope sites? The epitope positions are: [0, 1, 2, 4, 45, 46, 48, 49, 79, 82, 84, 85, 87, 91, 94, 99, 100, 102, 103, 126... (39 total positions)]. The amino acids at these positions are: GSEPEDRDVVKGEAVGGKKIWYVERIPAKD.... (5) Given the antigen sequence: TAGELYQRWERYRRECQETLAAAEPPSGLACNGSFDMYVCWDYAAPNATARASCPWYLPWHHHVAAGFVLRQCGSDGQWGLWRDHTQCENP, which amino acid positions are active epitope sites? The epitope positions are: [1, 2, 3, 4, 5, 6, 7, 8, 9, 10, 13, 16, 17, 34, 35, 36, 37, 38, 56, 57... (28 total positions)]. The amino acids at these positions are: AGELYQRWERRQEFDMYVYLWHDHTCEN. (6) The epitope positions are: [100, 101, 103, 104, 106, 107, 108, 109, 110, 111, 112, 113, 114, 115, 116]. The amino acids at these positions are: TVDEVQETGADGLGE. Given the antigen sequence: GVGRVQFRVRAVIDHLGMRVFGVFLIFLDIILMIIDLSLPGKSESSQSFYDGMALALSCYFMLDLGLRIFAYGPKNFFTNPWEVADGLIIVVTFVVTIFYTVLDEYVQETGADGLGELVVLARLLRVVRLARIFYS, which amino acid positions are active epitope sites? (7) Given the antigen sequence: ELCDDDPPEIPHATFKAMAYKEGTMLNCECKRGIKSGSLYMLCTGNSSHSSWDNQCQCTSHCREPPPWENEATERIYHFVVGQMVYYQCVQGYRALHRGPAESVCKMTHGKTRWTQ, which amino acid positions are active epitope sites? The epitope positions are: [0, 1, 3, 4, 5, 21, 22, 24, 26, 28, 38, 39, 41, 43, 44, 52, 53, 76, 77]. The amino acids at these positions are: ELDDDEGMNELYLTGDNYH.